From a dataset of HIV replication inhibition screening data with 41,000+ compounds from the AIDS Antiviral Screen. Binary Classification. Given a drug SMILES string, predict its activity (active/inactive) in a high-throughput screening assay against a specified biological target. (1) The compound is c1ccc(SCCC(Sc2ccccc2)Sc2ccccc2)cc1. The result is 0 (inactive). (2) The drug is CCC1(O)C(=O)OCc2c1cc1n(c2=O)Cc2cc3c(CN(C)C)c(O)ccc3nc2-1.Cl. The result is 0 (inactive). (3) The molecule is Cc1nnc(NN=C(C(=O)C(C#N)c2ccc(Cl)cc2)C(C#N)c2ccc(Cl)cc2)n1N. The result is 0 (inactive). (4) The drug is CC(C)(C)[Si](C)(C)OCC1OC(n2ccc(=O)[nH]c2=O)C(O[Si](C)(C)C(C)(C)C)C1(O)C(N=[N+]=[N-])C(N)=O. The result is 0 (inactive). (5) The result is 0 (inactive). The drug is COC(=O)C(C=CC(=O)OC(C)(C)C)=CSc1ccccc1.